This data is from Catalyst prediction with 721,799 reactions and 888 catalyst types from USPTO. The task is: Predict which catalyst facilitates the given reaction. Reactant: [O:1]=[C:2]1[CH2:10][CH2:9][CH2:8][C:7]2[NH:6][CH:5]=[C:4]([CH2:11][CH2:12][C:13]([OH:15])=O)[C:3]1=2.[C:16](N1C=CN=C1)([N:18]1C=CN=[CH:19]1)=O.CNC. Product: [CH3:16][N:18]([CH3:19])[C:13](=[O:15])[CH2:12][CH2:11][C:4]1[C:3]2[C:2](=[O:1])[CH2:10][CH2:9][CH2:8][C:7]=2[NH:6][CH:5]=1. The catalyst class is: 489.